From a dataset of Reaction yield outcomes from USPTO patents with 853,638 reactions. Predict the reaction yield, written as a fraction of the theoretical maximum amount of product (1.0 means a 100% yield; for example, 0.34 means a 34% yield). (1) The reactants are [CH3:1][O:2][C:3]([C:5]1[S:6][C:7]([C:11]#[C:12][C:13]([CH3:16])([CH3:15])[CH3:14])=[CH:8][C:9]=1Br)=[O:4].[NH2:17][C@H:18]1[CH2:22][CH2:21][N:20]([CH:23]([CH3:25])[CH3:24])[C:19]1=[O:26].C([O-])([O-])=O.[Cs+].[Cs+]. The catalyst is C1(C)C=CC=CC=1.CCOC(C)=O.CC([O-])=O.CC([O-])=O.[Pd+2]. The product is [CH3:14][C:13]([CH3:16])([CH3:15])[C:12]#[C:11][C:7]1[S:6][C:5]([C:3]([O:2][CH3:1])=[O:4])=[C:9]([NH:17][CH:18]2[CH2:22][CH2:21][N:20]([CH:23]([CH3:25])[CH3:24])[C:19]2=[O:26])[CH:8]=1. The yield is 0.410. (2) The reactants are [Si:1]([O:8][C@H:9]([C:26]([CH2:28]O)=[CH2:27])[CH2:10][C:11]12[CH2:19][CH2:18][CH2:17][CH:16]([C:20]#[N:21])[CH:15]1[C:14]1([O:25][CH2:24][CH2:23][O:22]1)[CH2:13][CH2:12]2)([C:4]([CH3:7])([CH3:6])[CH3:5])([CH3:3])[CH3:2].C(N(CC)CC)C.C1(P(C2C=CC=CC=2)C2C=CC=CC=2)C=CC=CC=1.C(Br)(Br)(Br)[Br:57]. The catalyst is ClCCl. The product is [Br:57][CH2:28][C:26](=[CH2:27])[C@@H:9]([O:8][Si:1]([C:4]([CH3:7])([CH3:6])[CH3:5])([CH3:3])[CH3:2])[CH2:10][C@@:11]12[CH2:19][CH2:18][CH2:17][C@@H:16]([C:20]#[N:21])[C@@H:15]1[C:14]1([O:25][CH2:24][CH2:23][O:22]1)[CH2:13][CH2:12]2. The yield is 0.870. (3) The reactants are [CH3:1][C:2]1[CH:3]=[C:4]2[C:9](=[CH:10][CH:11]=1)[O:8][C:7](=[O:12])[CH2:6][CH2:5]2.[CH2:13]([C@H:20]1[NH:25][CH2:24][CH2:23][N:22]([C:26]([O:28][C:29]([CH3:32])([CH3:31])[CH3:30])=[O:27])[CH2:21]1)[C:14]1[CH:19]=[CH:18][CH:17]=[CH:16][CH:15]=1. The catalyst is C1(C)C=CC=CC=1. The product is [CH2:13]([C@H:20]1[N:25]([C:7](=[O:12])[CH2:6][CH2:5][C:4]2[CH:3]=[C:2]([CH3:1])[CH:11]=[CH:10][C:9]=2[OH:8])[CH2:24][CH2:23][N:22]([C:26]([O:28][C:29]([CH3:32])([CH3:31])[CH3:30])=[O:27])[CH2:21]1)[C:14]1[CH:15]=[CH:16][CH:17]=[CH:18][CH:19]=1. The yield is 0.640. (4) The reactants are [C:1]([C:4]1([C:10]2[CH:15]=[CH:14][CH:13]=[CH:12][CH:11]=2)[CH2:9][CH2:8][NH:7][CH2:6][CH2:5]1)(=[O:3])[CH3:2].Br.Br[CH2:18][CH2:19][CH2:20][NH2:21].C(=O)([O-])[O-].[K+].[K+]. The catalyst is O1CCOCC1. The product is [C:1]([C:4]1([C:10]2[CH:15]=[CH:14][CH:13]=[CH:12][CH:11]=2)[CH2:5][CH2:6][N:7]([CH2:18][CH2:19][CH2:20][NH2:21])[CH2:8][CH2:9]1)(=[O:3])[CH3:2]. The yield is 0.400. (5) The reactants are [CH3:1][C:2]1[NH:7][C:6](=[S:8])[NH:5][C:4](=[O:9])[C:3]=1[CH:10]([CH3:12])[CH3:11].I[CH3:14]. The catalyst is CN(C=O)C.[Cl-].[Li+]. The product is [CH3:1][C:2]1[N:7]=[C:6]([S:8][CH3:14])[NH:5][C:4](=[O:9])[C:3]=1[CH:10]([CH3:12])[CH3:11]. The yield is 0.860. (6) The reactants are [NH2:1][CH:2]([C:11]1[CH:16]=[CH:15][CH:14]=[CH:13][CH:12]=1)[C:3]1([N:8]([CH3:10])[CH3:9])[CH2:7][CH2:6][CH2:5][CH2:4]1.[CH3:17][O:18][C:19]1[CH:20]=[C:21]([C:25]2[CH:29]=[CH:28][S:27][C:26]=2[C:30](O)=[O:31])[CH:22]=[CH:23][CH:24]=1. No catalyst specified. The product is [CH3:9][N:8]([CH3:10])[C:3]1([CH:2]([C:11]2[CH:12]=[CH:13][CH:14]=[CH:15][CH:16]=2)[NH:1][C:30]([C:26]2[S:27][CH:28]=[CH:29][C:25]=2[C:21]2[CH:22]=[CH:23][CH:24]=[C:19]([O:18][CH3:17])[CH:20]=2)=[O:31])[CH2:7][CH2:6][CH2:5][CH2:4]1. The yield is 0.460. (7) The reactants are [CH2:1]([O:5][C:6]1[CH:11]=[CH:10][C:9]([CH2:12][CH2:13][C:14](OCC)=[O:15])=[C:8]([O:19][C:20]2[C:25]([Cl:26])=[CH:24][C:23]([C:27]([F:30])([F:29])[F:28])=[CH:22][N:21]=2)[CH:7]=1)[CH2:2][CH:3]=[CH2:4].[H-].C([Al+]CC(C)C)C(C)C.CO.O. The catalyst is C(OCC)C.C1(C)C=CC=CC=1. The product is [CH2:1]([O:5][C:6]1[CH:11]=[CH:10][C:9]([CH2:12][CH2:13][CH2:14][OH:15])=[C:8]([O:19][C:20]2[C:25]([Cl:26])=[CH:24][C:23]([C:27]([F:30])([F:29])[F:28])=[CH:22][N:21]=2)[CH:7]=1)[CH2:2][CH:3]=[CH2:4]. The yield is 0.850.